Dataset: Forward reaction prediction with 1.9M reactions from USPTO patents (1976-2016). Task: Predict the product of the given reaction. The product is: [Cl:8][C:9]1[CH:14]=[CH:13][CH:12]=[C:11]([Cl:15])[C:10]=1[N:16]1[CH:45]=[CH:44][C:19]2[N:20]=[C:21]([NH:24][C:25]3[CH:26]=[CH:27][C:28]([N:31]4[CH2:32][CH2:33][NH:34][CH2:35][CH2:36]4)=[CH:29][CH:30]=3)[N:22]=[CH:23][C:18]=2[C:17]1=[O:46]. Given the reactants C(O)(C(F)(F)F)=O.[Cl:8][C:9]1[CH:14]=[CH:13][CH:12]=[C:11]([Cl:15])[C:10]=1[N:16]1[CH:45]=[CH:44][C:19]2[N:20]=[C:21]([NH:24][C:25]3[CH:30]=[CH:29][C:28]([N:31]4[CH2:36][CH2:35][N:34](C(OC(C)(C)C)=O)[CH2:33][CH2:32]4)=[CH:27][CH:26]=3)[N:22]=[CH:23][C:18]=2[C:17]1=[O:46], predict the reaction product.